From a dataset of Forward reaction prediction with 1.9M reactions from USPTO patents (1976-2016). Predict the product of the given reaction. (1) Given the reactants C([O:4][C:5](=[O:62])[C@@H:6]([O:59][CH2:60][CH3:61])[CH2:7][C:8]1[CH:13]=[CH:12][C:11]([O:14][CH2:15][CH2:16][CH2:17][C:18]2[CH:23]=[CH:22][C:21]([C:24]3[CH:29]=[CH:28][C:27]([CH2:30][CH2:31][CH2:32][O:33][C:34]4[CH:39]=[CH:38][C:37]([CH2:40][C@H:41]([O:48][CH2:49][CH3:50])[C:42]([O:44]C(C)C)=[O:43])=[CH:36][CH:35]=4)=[CH:26][C:25]=3[C:51]([F:54])([F:53])[F:52])=[C:20]([C:55]([F:58])([F:57])[F:56])[CH:19]=2)=[CH:10][CH:9]=1)(C)C.[OH-].[Na+], predict the reaction product. The product is: [C:5]([C@@H:6]([O:59][CH2:60][CH3:61])[CH2:7][C:8]1[CH:9]=[CH:10][C:11]([O:14][CH2:15][CH2:16][CH2:17][C:18]2[CH:23]=[CH:22][C:21]([C:24]3[CH:29]=[CH:28][C:27]([CH2:30][CH2:31][CH2:32][O:33][C:34]4[CH:39]=[CH:38][C:37]([CH2:40][C@H:41]([O:48][CH2:49][CH3:50])[C:42]([OH:44])=[O:43])=[CH:36][CH:35]=4)=[CH:26][C:25]=3[C:51]([F:54])([F:53])[F:52])=[C:20]([C:55]([F:56])([F:58])[F:57])[CH:19]=2)=[CH:12][CH:13]=1)([OH:62])=[O:4]. (2) Given the reactants Cl[C:2]([O:4][CH2:5][CH3:6])=[O:3].[CH:7]1[C:13]([NH2:14])=[N:12][C:10](=[O:11])[N:9]([C@@H:15]2[O:19][C@H:18]([CH2:20][OH:21])[C@@H:17]([OH:22])[C:16]2([F:24])[F:23])[CH:8]=1.Cl, predict the reaction product. The product is: [F:24][C:16]1([F:23])[C@H:17]([OH:22])[C@@H:18]([CH2:20][OH:21])[O:19][C@H:15]1[N:9]1[CH:8]=[CH:7][C:13]([NH:14][C:2]([O:4][CH2:5][CH3:6])=[O:3])=[N:12][C:10]1=[O:11]. (3) The product is: [CH2:3]([O:5][C:6](=[O:31])[CH:7]([C:8]1[N:9]=[C:10]([NH:23][CH2:24][C:25]2[CH:30]=[CH:29][CH:28]=[CH:27][N:26]=2)[C:11]2[C:16]([C:17]3[CH:22]=[CH:21][CH:20]=[CH:19][CH:18]=3)=[CH:15][S:14][C:12]=2[N:13]=1)[C:6]([O:5][CH2:3][CH3:4])=[O:31])[CH3:4]. Given the reactants [H-].[Na+].[CH2:3]([O:5][C:6](=[O:31])[CH2:7][C:8]1[N:9]=[C:10]([NH:23][CH2:24][C:25]2[CH:30]=[CH:29][CH:28]=[CH:27][N:26]=2)[C:11]2[C:16]([C:17]3[CH:22]=[CH:21][CH:20]=[CH:19][CH:18]=3)=[CH:15][S:14][C:12]=2[N:13]=1)[CH3:4], predict the reaction product. (4) Given the reactants C(OC(=O)[NH:7][C:8]1[C:13]2[S:14][C:15]([C:17]3[C:22]([F:23])=[CH:21][CH:20]=[CH:19][C:18]=3[Cl:24])=[N:16][C:12]=2[C:11]([F:25])=[CH:10][N:9]=1)(C)(C)C, predict the reaction product. The product is: [Cl:24][C:18]1[CH:19]=[CH:20][CH:21]=[C:22]([F:23])[C:17]=1[C:15]1[S:14][C:13]2[C:8]([NH2:7])=[N:9][CH:10]=[C:11]([F:25])[C:12]=2[N:16]=1. (5) The product is: [CH:12]([O:15][C:16]1[CH:21]=[CH:20][C:19]([C:22]#[C:23][C:24]2[CH:31]=[C:30]([O:32][CH3:33])[C:29]([O:34][CH:35]([CH3:37])[CH3:36])=[CH:28][C:25]=2[OH:6])=[CH:18][C:17]=1[O:38][CH3:39])([CH3:13])[CH3:14]. Given the reactants ClC1C=C(C=CC=1)C(OO)=[O:6].[CH:12]([O:15][C:16]1[CH:21]=[CH:20][C:19]([C:22]#[C:23][C:24]2[CH:31]=[C:30]([O:32][CH3:33])[C:29]([O:34][CH:35]([CH3:37])[CH3:36])=[CH:28][C:25]=2C=O)=[CH:18][C:17]=1[O:38][CH3:39])([CH3:14])[CH3:13], predict the reaction product.